This data is from Catalyst prediction with 721,799 reactions and 888 catalyst types from USPTO. The task is: Predict which catalyst facilitates the given reaction. (1) Reactant: [Cl:1][C:2]1[CH:10]=[CH:9][C:5]([C:6]([OH:8])=O)=[C:4]([NH:11][CH:12]([CH3:14])[CH3:13])[N:3]=1.CCN=C=NCCCN(C)C.C1C=CC2N(O)N=NC=2C=1.CCN(C(C)C)C(C)C.[CH3:45][C:46]([NH2:50])([C:48]#[CH:49])[CH3:47]. Product: [Cl:1][C:2]1[CH:10]=[CH:9][C:5]([C:6]([NH:50][C:46]([CH3:47])([C:48]#[CH:49])[CH3:45])=[O:8])=[C:4]([NH:11][CH:12]([CH3:14])[CH3:13])[N:3]=1. The catalyst class is: 2. (2) Reactant: C1(P(C2C=CC=CC=2)C2C=CC=CC=2)C=CC=CC=1.BrN1C(=O)CCC1=O.[Cl:28][C:29]1[CH:30]=[C:31]([C@@H:39]([CH2:43][CH:44]2[CH2:48][CH2:47][CH2:46][CH2:45]2)[C:40]([OH:42])=O)[CH:32]=[CH:33][C:34]=1[S:35]([CH3:38])(=[O:37])=[O:36].[NH2:49][C:50]1[CH:55]=[CH:54][C:53]([CH3:56])=[CH:52][N:51]=1.N1C=CC=CC=1. Product: [Cl:28][C:29]1[CH:30]=[C:31]([C@@H:39]([CH2:43][CH:44]2[CH2:48][CH2:47][CH2:46][CH2:45]2)[C:40]([NH:49][C:50]2[CH:55]=[CH:54][C:53]([CH3:56])=[CH:52][N:51]=2)=[O:42])[CH:32]=[CH:33][C:34]=1[S:35]([CH3:38])(=[O:36])=[O:37]. The catalyst class is: 34. (3) Reactant: [Cl:1][C:2]1[CH:3]=[N+:4]([O-:44])[CH:5]=[C:6]([Cl:43])[C:7]=1[CH2:8][C@@H:9]([C:28]1[CH:33]=[CH:32][C:31]([O:34][CH:35]([F:37])[F:36])=[C:30]([O:38][CH2:39][CH:40]2[CH2:42][CH2:41]2)[CH:29]=1)[O:10][C:11](=[O:27])[CH2:12][N:13]1[C:21](=[O:22])[C:20]2[C:15](=[CH:16][CH:17]=[C:18]([N+]([O-])=O)[CH:19]=2)[C:14]1=[O:26].O=[C:46]1C2C(=CC=CC=2)CC(=O)N1CC(Cl)=O. Product: [Cl:43][C:6]1[CH:5]=[N+:4]([O-:44])[CH:3]=[C:2]([Cl:1])[C:7]=1[CH2:8][C@@H:9]([C:28]1[CH:33]=[CH:32][C:31]([O:34][CH:35]([F:37])[F:36])=[C:30]([O:38][CH2:39][CH:40]2[CH2:42][CH2:41]2)[CH:29]=1)[O:10][C:11](=[O:27])[CH2:12][N:13]1[C:21](=[O:22])[CH2:46][C:20]2[C:15](=[CH:16][CH:17]=[CH:18][CH:19]=2)[C:14]1=[O:26]. The catalyst class is: 64. (4) Reactant: [CH2:1]([O:8][C:9]1[C:10]([F:32])=[C:11]([C:28]([F:31])=[CH:29][CH:30]=1)[CH2:12][C:13]1[C:21]2[C:16](=[N:17][CH:18]=[C:19]([C:22]3[CH:23]=[N:24][CH:25]=[CH:26][CH:27]=3)[CH:20]=2)[NH:15][CH:14]=1)[C:2]1[CH:7]=[CH:6][CH:5]=[CH:4][CH:3]=1.[H-].[Na+].[CH:35]([Si:38](Cl)([CH:42]([CH3:44])[CH3:43])[CH:39]([CH3:41])[CH3:40])([CH3:37])[CH3:36].O. Product: [CH2:1]([O:8][C:9]1[C:10]([F:32])=[C:11]([C:28]([F:31])=[CH:29][CH:30]=1)[CH2:12][C:13]1[C:21]2[C:16](=[N:17][CH:18]=[C:19]([C:22]3[CH:23]=[N:24][CH:25]=[CH:26][CH:27]=3)[CH:20]=2)[N:15]([Si:38]([CH:42]([CH3:44])[CH3:43])([CH:39]([CH3:41])[CH3:40])[CH:35]([CH3:37])[CH3:36])[CH:14]=1)[C:2]1[CH:7]=[CH:6][CH:5]=[CH:4][CH:3]=1. The catalyst class is: 7. (5) Reactant: Br[C:2]1[C:3]([NH2:10])=[N:4][C:5]([Cl:9])=[C:6]([Br:8])[N:7]=1.[OH-].[Na+].[OH:13][CH2:14][C@@H:15]1[CH2:19][CH2:18][N:17]([C:20]([O:22][C:23]([CH3:26])([CH3:25])[CH3:24])=[O:21])[CH2:16]1. Product: [NH2:10][C:3]1[C:2]([O:13][CH2:14][C@@H:15]2[CH2:19][CH2:18][N:17]([C:20]([O:22][C:23]([CH3:26])([CH3:25])[CH3:24])=[O:21])[CH2:16]2)=[N:7][C:6]([Br:8])=[C:5]([Cl:9])[N:4]=1. The catalyst class is: 12.